Dataset: Catalyst prediction with 721,799 reactions and 888 catalyst types from USPTO. Task: Predict which catalyst facilitates the given reaction. (1) Reactant: Cl[C:2]1[C:11]2[C:6](=[C:7]([C:12]([NH:14][C:15]3[C:20]([Cl:21])=[C:19]([O:22][CH3:23])[CH:18]=[C:17]([O:24][CH3:25])[C:16]=3[Cl:26])=[O:13])[CH:8]=[CH:9][CH:10]=2)[N:5]=[CH:4][N:3]=1.[O:27]1[CH2:32][CH2:31][N:30]([CH2:33][C:34]2[CH:35]=[CH:36][C:37]([NH2:40])=[N:38][CH:39]=2)[CH2:29][CH2:28]1.O1CCOCC1. Product: [Cl:21][C:20]1[C:19]([O:22][CH3:23])=[CH:18][C:17]([O:24][CH3:25])=[C:16]([Cl:26])[C:15]=1[NH:14][C:12]([C:7]1[CH:8]=[CH:9][CH:10]=[C:11]2[C:6]=1[N:5]=[CH:4][N:3]=[C:2]2[NH:40][C:37]1[CH:36]=[CH:35][C:34]([CH2:33][N:30]2[CH2:31][CH2:32][O:27][CH2:28][CH2:29]2)=[CH:39][N:38]=1)=[O:13]. The catalyst class is: 13. (2) Reactant: [N+:1]([O-:4])(O)=[O:2].[CH2:5]([O:7][C:8](=[O:17])[CH2:9][C:10]1[CH:15]=[CH:14][C:13]([Br:16])=[CH:12][CH:11]=1)[CH3:6]. Product: [Br:16][C:13]1[CH:12]=[CH:11][C:10]([CH2:9][C:8]([O:7][CH2:5][CH3:6])=[O:17])=[CH:15][C:14]=1[N+:1]([O-:4])=[O:2]. The catalyst class is: 22. (3) Reactant: Br[C:2]1[CH:3]=[C:4]([CH:8]2[O:12][CH2:11][CH2:10][O:9]2)[CH:5]=[CH:6][CH:7]=1.[NH:13]1[CH2:18][CH2:17][CH:16]([C:19]([O:21][CH2:22][CH3:23])=[O:20])[CH2:15][CH2:14]1.CC(C)([O-])C.[Na+].C1C=CC(P(C2C(C3C(P(C4C=CC=CC=4)C4C=CC=CC=4)=CC=C4C=3C=CC=C4)=C3C(C=CC=C3)=CC=2)C2C=CC=CC=2)=CC=1.C(O)(=O)CC(CC(O)=O)(C(O)=O)O. Product: [CH2:22]([O:21][C:19]([CH:16]1[CH2:17][CH2:18][N:13]([C:2]2[CH:3]=[C:4]([CH:8]3[O:12][CH2:11][CH2:10][O:9]3)[CH:5]=[CH:6][CH:7]=2)[CH2:14][CH2:15]1)=[O:20])[CH3:23]. The catalyst class is: 11. (4) The catalyst class is: 6. Product: [Cl:1][C:2]1[CH:3]=[C:4]([C:8]2[N:12]=[C:11]([CH:13]([O:15][C:21]3[N:17]([CH3:16])[C:18]([C:26]4[CH:31]=[CH:30][N:29]=[CH:28][CH:27]=4)=[N:19][N:20]=3)[CH3:14])[O:10][N:9]=2)[CH:5]=[CH:6][CH:7]=1. Reactant: [Cl:1][C:2]1[CH:3]=[C:4]([C:8]2[N:12]=[C:11]([C@H:13]([OH:15])[CH3:14])[O:10][N:9]=2)[CH:5]=[CH:6][CH:7]=1.[CH3:16][N:17]1[C:21](S(C)(=O)=O)=[N:20][N:19]=[C:18]1[C:26]1[CH:31]=[CH:30][N:29]=[CH:28][CH:27]=1.C(=O)([O-])[O-].[Cs+].[Cs+].